Dataset: Catalyst prediction with 721,799 reactions and 888 catalyst types from USPTO. Task: Predict which catalyst facilitates the given reaction. (1) Reactant: [O:1]1[C:5]2=[CH:6][N:7]=[C:8]([CH:10]=[O:11])[CH:9]=[C:4]2[CH:3]=[CH:2]1.[CH3:12][Mg]Br.Cl.C(=O)([O-])O.[Na+]. Product: [O:1]1[C:5]2=[CH:6][N:7]=[C:8]([CH:10]([OH:11])[CH3:12])[CH:9]=[C:4]2[CH:3]=[CH:2]1. The catalyst class is: 7. (2) Reactant: C(O[C:6](=O)[NH:7][CH2:8][CH2:9][CH:10]([OH:15])[C:11]([F:14])([F:13])[F:12])(C)(C)C.[H-].[Al+3].[Li+].[H-].[H-].[H-]. Product: [F:12][C:11]([F:14])([F:13])[CH:10]([OH:15])[CH2:9][CH2:8][NH:7][CH3:6]. The catalyst class is: 1.